This data is from Full USPTO retrosynthesis dataset with 1.9M reactions from patents (1976-2016). The task is: Predict the reactants needed to synthesize the given product. (1) The reactants are: [O:1]([CH2:19][CH2:20][C:21]1([CH2:27][CH2:28]O)[CH2:26][CH2:25][CH2:24][CH2:23][CH2:22]1)[Si:2]([C:15]([CH3:18])([CH3:17])[CH3:16])([C:9]1[CH:14]=[CH:13][CH:12]=[CH:11][CH:10]=1)[C:3]1[CH:8]=[CH:7][CH:6]=[CH:5][CH:4]=1.[C:30]1(=[O:40])[NH:34][C:33](=[O:35])[C:32]2=[CH:36][CH:37]=[CH:38][CH:39]=[C:31]12.C1(P(C2C=CC=CC=2)C2C=CC=CC=2)C=CC=CC=1.N(C(OCC)=O)=NC(OCC)=O. Given the product [O:1]([CH2:19][CH2:20][C:21]1([CH2:27][CH2:28][C:39]2[CH:38]=[CH:37][CH:36]=[C:32]3[C:33]([NH:34][C:30](=[O:40])[C:31]=23)=[O:35])[CH2:22][CH2:23][CH2:24][CH2:25][CH2:26]1)[Si:2]([C:15]([CH3:18])([CH3:17])[CH3:16])([C:9]1[CH:10]=[CH:11][CH:12]=[CH:13][CH:14]=1)[C:3]1[CH:8]=[CH:7][CH:6]=[CH:5][CH:4]=1, predict the reactants needed to synthesize it. (2) Given the product [CH3:13][O:14][CH2:15][C:16]([CH2:1][C:2]1[S:3][CH:4]=[C:5]([CH3:7])[N:6]=1)=[O:17], predict the reactants needed to synthesize it. The reactants are: [CH3:1][C:2]1[S:3][CH:4]=[C:5]([CH3:7])[N:6]=1.C([Li])CCC.[CH3:13][O:14][CH2:15][C:16](OCC)=[O:17]. (3) Given the product [OH:20][C:6]1[C:5]([CH2:22][N:24]2[CH2:29][CH2:28][CH2:27][CH2:26][CH2:25]2)=[C:4]([OH:21])[C:3]([O:2][CH3:1])=[C:8]2[C:7]=1[C:12](=[O:13])[CH:11]=[C:10]([C:14]1[CH:19]=[CH:18][CH:17]=[CH:16][CH:15]=1)[O:9]2, predict the reactants needed to synthesize it. The reactants are: [CH3:1][O:2][C:3]1[C:4]([OH:21])=[CH:5][C:6]([OH:20])=[C:7]2[C:12](=[O:13])[CH:11]=[C:10]([C:14]3[CH:15]=[CH:16][CH:17]=[CH:18][CH:19]=3)[O:9][C:8]=12.[CH2:22]=O.[NH:24]1[CH2:29][CH2:28][CH2:27][CH2:26][CH2:25]1. (4) Given the product [F:29][C:30]([F:37])([F:36])[S:31]([O-:34])(=[O:33])=[O:32].[CH3:30][N+:12]12[CH2:28][CH2:27][N:15]([CH2:14][CH2:13]1)[C@@H:16]([C:17]1[CH:26]=[CH:25][C:24]3[C:19](=[CH:20][CH:21]=[CH:22][CH:23]=3)[CH:18]=1)[C@@H:11]2[C:2]1[CH:3]=[CH:4][C:5]2[C:10](=[CH:9][CH:8]=[CH:7][CH:6]=2)[CH:1]=1, predict the reactants needed to synthesize it. The reactants are: [CH:1]1[C:10]2[C:5](=[CH:6][CH:7]=[CH:8][CH:9]=2)[CH:4]=[CH:3][C:2]=1[C@H:11]1[C@H:16]([C:17]2[CH:26]=[CH:25][C:24]3[C:19](=[CH:20][CH:21]=[CH:22][CH:23]=3)[CH:18]=2)[N:15]2[CH2:27][CH2:28][N:12]1[CH2:13][CH2:14]2.[F:29][C:30]([F:37])([F:36])[S:31]([O:34]C)(=[O:33])=[O:32]. (5) Given the product [NH:1]1[CH2:5][CH2:4][CH:3]([C:6]([O:8][C:9]([CH3:12])([CH3:11])[CH3:10])=[O:7])[NH:2]1, predict the reactants needed to synthesize it. The reactants are: [N:1]1(C(OCC2C=CC=CC=2)=O)[CH2:5][CH2:4][CH:3]([C:6]([O:8][C:9]([CH3:12])([CH3:11])[CH3:10])=[O:7])[N:2]1C(OCC1C=CC=CC=1)=O.[H][H].Cl.CCOCC. (6) Given the product [I:10][C:19]1[N:9]2[CH:4]=[CH:5][CH:6]=[CH:7][C:8]2=[N:20][CH:18]=1, predict the reactants needed to synthesize it. The reactants are: N1[C:5]2[CH:6]=[CH:7][CH:8]=[N:9][C:4]=2N=C1.[I:10]N1C(=O)CCC1=O.[C:18](#[N:20])[CH3:19].